This data is from Catalyst prediction with 721,799 reactions and 888 catalyst types from USPTO. The task is: Predict which catalyst facilitates the given reaction. (1) Reactant: [C:1]([C:5]1[CH:9]=[C:8]([C:10]([O:12][CH2:13][CH3:14])=[O:11])[N:7]([CH2:15][C:16]([N:18]([CH3:20])[CH3:19])=O)[N:6]=1)([CH3:4])([CH3:3])[CH3:2].B.C1COCC1. Product: [C:1]([C:5]1[CH:9]=[C:8]([C:10]([O:12][CH2:13][CH3:14])=[O:11])[N:7]([CH2:15][CH2:16][N:18]([CH3:20])[CH3:19])[N:6]=1)([CH3:2])([CH3:3])[CH3:4]. The catalyst class is: 1. (2) Reactant: [C:1]([NH:4][C:5]1[CH:35]=[CH:34][C:8]([C:9]([NH:11][C:12]2[CH:17]=[C:16]([CH2:18][CH2:19][C:20]3[CH:25]=[CH:24][CH:23]=[CH:22][CH:21]=3)[CH:15]=[CH:14][C:13]=2[NH:26]C(=O)OC(C)(C)C)=[O:10])=[CH:7][CH:6]=1)(=[O:3])[CH3:2].C(O)(C(F)(F)F)=O. Product: [C:1]([NH:4][C:5]1[CH:35]=[CH:34][C:8]([C:9]([NH:11][C:12]2[CH:17]=[C:16]([CH2:18][CH2:19][C:20]3[CH:25]=[CH:24][CH:23]=[CH:22][CH:21]=3)[CH:15]=[CH:14][C:13]=2[NH2:26])=[O:10])=[CH:7][CH:6]=1)(=[O:3])[CH3:2]. The catalyst class is: 2. (3) Reactant: C1(P(C2C=CC=CC=2)C2C=CC=CC=2)C=CC=CC=1.[CH:20]([S:33][CH2:34][CH2:35]O)([C:27]1[CH:32]=[CH:31][CH:30]=[CH:29][CH:28]=1)[C:21]1[CH:26]=[CH:25][CH:24]=[CH:23][CH:22]=1.C(Br)(Br)(Br)[Br:38]. Product: [CH:20]([S:33][CH2:34][CH2:35][Br:38])([C:27]1[CH:32]=[CH:31][CH:30]=[CH:29][CH:28]=1)[C:21]1[CH:26]=[CH:25][CH:24]=[CH:23][CH:22]=1. The catalyst class is: 23. (4) Reactant: [CH3:1][N:2]1[C:6]([CH3:7])=[C:5]([C:8]([OH:10])=O)[C:4]([CH3:11])=[N:3]1.C1(P(C2C=CC=CC=2)C2C=CC=CC=2)C=CC=CC=1.ClN1C(=O)CCC1=O.[CH:39]1([CH2:42][N:43]2[C:51]3[N:50]=[C:49]([CH2:52][C:53]4[CH:58]=[CH:57][C:56]([NH:59][CH3:60])=[CH:55][CH:54]=4)[NH:48][C:47]=3[C:46](=[O:61])[N:45]([CH2:62][C:63]3[CH:68]=[CH:67][CH:66]=[CH:65][C:64]=3[F:69])[C:44]2=[O:70])[CH2:41][CH2:40]1. Product: [CH:39]1([CH2:42][N:43]2[C:51]3[N:50]=[C:49]([CH2:52][C:53]4[CH:54]=[CH:55][C:56]([N:59]([CH3:60])[C:8]([C:5]5[C:4]([CH3:11])=[N:3][N:2]([CH3:1])[C:6]=5[CH3:7])=[O:10])=[CH:57][CH:58]=4)[NH:48][C:47]=3[C:46](=[O:61])[N:45]([CH2:62][C:63]3[CH:68]=[CH:67][CH:66]=[CH:65][C:64]=3[F:69])[C:44]2=[O:70])[CH2:41][CH2:40]1. The catalyst class is: 4. (5) Reactant: Cl.CO[C:4](=[NH:14])[C:5]1[CH:10]=[CH:9][C:8]([N+:11]([O-:13])=[O:12])=[CH:7][CH:6]=1.[C:15]([O:19][C:20]([NH:22][NH2:23])=[O:21])([CH3:18])([CH3:17])[CH3:16].C(N(CC)CC)C. Product: [C:15]([O:19][C:20]([NH:22][NH:23][C:4](=[NH:14])[C:5]1[CH:6]=[CH:7][C:8]([N+:11]([O-:13])=[O:12])=[CH:9][CH:10]=1)=[O:21])([CH3:18])([CH3:17])[CH3:16]. The catalyst class is: 8. (6) Reactant: [C:1]([OH:9])(=[O:8])[CH:2]([CH2:4][C:5]([OH:7])=[O:6])[OH:3].C(=O)(O)O.[NH2:14][NH:15][C:16]([NH2:18])=[NH:17].C(=O)=O. Product: [C:1]([O-:9])(=[O:8])[CH:2]([CH2:4][C:5]([O-:7])=[O:6])[OH:3].[NH2:14][NH:15][C:16]([NH2:18])=[NH2+:17].[NH2:14][NH:15][C:16]([NH2:18])=[NH2+:17]. The catalyst class is: 6. (7) Reactant: C[O:2][C:3](=[O:13])[CH:4]([C:6]1[CH:11]=[CH:10][C:9]([Br:12])=[CH:8][CH:7]=1)[OH:5].[F:14][C:15]1[CH:20]=[CH:19][C:18]([OH:21])=[CH:17][CH:16]=1.[NH2:22][C:23]1[S:24][CH:25]=[CH:26][N:27]=1. Product: [F:14][C:15]1[CH:20]=[CH:19][C:18]([O:5][CH:4]([C:6]2[CH:11]=[CH:10][C:9]([Br:12])=[CH:8][CH:7]=2)[C:3]([OH:2])=[O:13])=[CH:17][CH:16]=1.[Br:12][C:9]1[CH:8]=[CH:7][C:6]([CH:4]([O:21][C:18]2[CH:19]=[CH:20][C:15]([F:14])=[CH:16][CH:17]=2)[C:3]([NH:22][C:23]2[S:24][CH:25]=[CH:26][N:27]=2)=[O:13])=[CH:11][CH:10]=1. The catalyst class is: 1.